From a dataset of Reaction yield outcomes from USPTO patents with 853,638 reactions. Predict the reaction yield, written as a fraction of the theoretical maximum amount of product (1.0 means a 100% yield; for example, 0.34 means a 34% yield). (1) The reactants are [Br:1][C:2]1[CH:10]=[C:9]2[C:5](/[C:6](=[N:13]/[OH:14])/[CH2:7][C:8]32[CH2:12][CH2:11]3)=[CH:4][CH:3]=1.C(N(CC)CC)C.[CH3:22][S:23](Cl)(=[O:25])=[O:24]. The catalyst is C1COCC1. The product is [CH3:22][S:23]([O:14]/[N:13]=[C:6]1\[CH2:7][C:8]2([CH2:12][CH2:11]2)[C:9]2[C:5]\1=[CH:4][CH:3]=[C:2]([Br:1])[CH:10]=2)(=[O:25])=[O:24]. The yield is 1.00. (2) The reactants are C([O:8][C:9]1[C:10]([CH3:23])=[C:11]([CH3:22])[C:12]([N:16]2[CH2:21][CH2:20][O:19][CH2:18][CH2:17]2)=[N:13][C:14]=1[CH3:15])C1C=CC=CC=1. The catalyst is [Pd].CO. The product is [CH3:15][C:14]1[C:9]([OH:8])=[C:10]([CH3:23])[C:11]([CH3:22])=[C:12]([N:16]2[CH2:17][CH2:18][O:19][CH2:20][CH2:21]2)[N:13]=1. The yield is 0.990. (3) The reactants are [C:1]([O:5][C:6](=[O:19])[NH:7][CH2:8][CH2:9][CH2:10][CH2:11][C:12]1[CH:17]=[CH:16][C:15]([OH:18])=[CH:14][CH:13]=1)([CH3:4])([CH3:3])[CH3:2].C(=O)([O-])[O-].[K+].[K+].[I-].[Na+].Br[CH2:29][C:30]([O:32][CH3:33])=[O:31]. The catalyst is CN(C=O)C.C(OCC)(=O)C. The product is [CH3:33][O:32][C:30](=[O:31])[CH2:29][O:18][C:15]1[CH:14]=[CH:13][C:12]([CH2:11][CH2:10][CH2:9][CH2:8][NH:7][C:6]([O:5][C:1]([CH3:4])([CH3:2])[CH3:3])=[O:19])=[CH:17][CH:16]=1. The yield is 1.00. (4) The reactants are Cl.[F:2][C:3]([F:20])([F:19])[C:4]1[CH:9]=[CH:8][C:7]([C:10]2[CH:15]=[CH:14][C:13](CC#N)=[CH:12][CH:11]=2)=[CH:6][CH:5]=1.[OH-:21].[Na+].[O:23]1[CH2:28][CH2:27]OCC1. No catalyst specified. The product is [F:2][C:3]([F:20])([F:19])[C:4]1[CH:9]=[CH:8][C:7]([C:10]2[CH:15]=[CH:14][C:13]([CH2:27][C:28]([OH:23])=[O:21])=[CH:12][CH:11]=2)=[CH:6][CH:5]=1. The yield is 0.900.